Dataset: hERG potassium channel inhibition data for cardiac toxicity prediction from Karim et al.. Task: Regression/Classification. Given a drug SMILES string, predict its toxicity properties. Task type varies by dataset: regression for continuous values (e.g., LD50, hERG inhibition percentage) or binary classification for toxic/non-toxic outcomes (e.g., AMES mutagenicity, cardiotoxicity, hepatotoxicity). Dataset: herg_karim. The compound is CC(C)[C@@H](Nc1nc2cc[nH]c(=O)c2c2cc(F)ccc12)C(F)(F)F. The result is 1 (blocker).